From a dataset of Forward reaction prediction with 1.9M reactions from USPTO patents (1976-2016). Predict the product of the given reaction. (1) Given the reactants [NH2:1][CH2:2][C:3]1[C:4](=[O:9])[NH:5][CH:6]=[N:7][N:8]=1.C(N(CC)C(C)C)(C)C.[CH:19]1([C:23](Cl)=[O:24])[CH2:22][CH2:21][CH2:20]1, predict the reaction product. The product is: [O:9]=[C:4]1[C:3]([CH2:2][NH:1][C:23]([CH:19]2[CH2:22][CH2:21][CH2:20]2)=[O:24])=[N:8][N:7]=[CH:6][NH:5]1. (2) Given the reactants [CH2:1]([N:8]1[C:16]2[C:11](=[CH:12][CH:13]=[C:14]([N+:17]([O-:19])=[O:18])[CH:15]=2)[C:10]([C:20]([O:28][CH2:29][O:30][CH3:31])([C:24]([F:27])([F:26])[F:25])[C:21]([OH:23])=O)=[CH:9]1)[C:2]1[CH:7]=[CH:6][CH:5]=[CH:4][CH:3]=1.CN(C(ON1N=NC2C=CC=CC1=2)=[N+](C)C)C.[B-](F)(F)(F)F.C(N(CC)CC)C.Cl.[CH2:62]([O:64][C:65](=[O:82])[CH2:66][C:67]1[CH:72]=[CH:71][C:70]([O:73][CH:74]2[CH2:79][CH2:78][NH:77][CH2:76][CH2:75]2)=[C:69]([O:80][CH3:81])[CH:68]=1)[CH3:63], predict the reaction product. The product is: [CH2:62]([O:64][C:65](=[O:82])[CH2:66][C:67]1[CH:72]=[CH:71][C:70]([O:73][CH:74]2[CH2:79][CH2:78][N:77]([C:21](=[O:23])[C:20]([C:10]3[C:11]4[C:16](=[CH:15][C:14]([N+:17]([O-:19])=[O:18])=[CH:13][CH:12]=4)[N:8]([CH2:1][C:2]4[CH:7]=[CH:6][CH:5]=[CH:4][CH:3]=4)[CH:9]=3)([O:28][CH2:29][O:30][CH3:31])[C:24]([F:26])([F:25])[F:27])[CH2:76][CH2:75]2)=[C:69]([O:80][CH3:81])[CH:68]=1)[CH3:63]. (3) Given the reactants F[C:2]1[CH:3]=[C:4]([CH:7]=[C:8](F)[C:9]=1N=C=S)[C:5]#[N:6].C(Cl)CCl.CN(C=[O:22])C, predict the reaction product. The product is: [CH:4]1([C:5]([NH2:6])=[O:22])[CH2:7][CH2:8][CH2:9][CH2:2][CH2:3]1.